Dataset: Human liver microsome stability data. Task: Regression/Classification. Given a drug SMILES string, predict its absorption, distribution, metabolism, or excretion properties. Task type varies by dataset: regression for continuous measurements (e.g., permeability, clearance, half-life) or binary classification for categorical outcomes (e.g., BBB penetration, CYP inhibition). Dataset: hlm. The drug is CC(C)CN1C(=O)CN(Cc2ccc(-c3ccc(F)c(CN4CCCC(C)C4)n3)cc2)C1=O. The result is 1 (stable in human liver microsomes).